This data is from Catalyst prediction with 721,799 reactions and 888 catalyst types from USPTO. The task is: Predict which catalyst facilitates the given reaction. (1) Reactant: [CH3:1][C:2]([C:4]1[CH:9]=[CH:8][CH:7]=[C:6]([Br:10])[CH:5]=1)=O.C[Si]([N:15]=[C:16]=[N:17][Si](C)(C)C)(C)C. Product: [Br:10][C:6]1[CH:5]=[C:4]([C:2](=[N:17][C:16]#[N:15])[CH3:1])[CH:9]=[CH:8][CH:7]=1. The catalyst class is: 642. (2) Reactant: [Br:1][C:2]1[CH:3]=[C:4]([CH:8]=[C:9]([I:11])[CH:10]=1)[C:5]([OH:7])=[O:6].Cl.[CH3:13]O. Product: [Br:1][C:2]1[CH:3]=[C:4]([CH:8]=[C:9]([I:11])[CH:10]=1)[C:5]([O:7][CH3:13])=[O:6]. The catalyst class is: 27. (3) Reactant: [C:1]([O:5][C:6](=[O:18])[NH:7][C:8]1[CH:13]=[CH:12][C:11](I)=[CH:10][C:9]=1[N+:15]([O-:17])=[O:16])([CH3:4])([CH3:3])[CH3:2].[CH2:19]([Sn:23]([CH2:41][CH2:42][CH2:43][CH3:44])([CH2:37][CH2:38][CH2:39][CH3:40])[Sn:23]([CH2:37][CH2:38][CH2:39][CH3:40])([CH2:41][CH2:42][CH2:43][CH3:44])[CH2:19][CH2:20][CH2:21][CH3:22])[CH2:20][CH2:21][CH3:22]. Product: [C:1]([O:5][C:6](=[O:18])[NH:7][C:8]1[CH:13]=[CH:12][C:11]([Sn:23]([CH2:37][CH2:38][CH2:39][CH3:40])([CH2:41][CH2:42][CH2:43][CH3:44])[CH2:19][CH2:20][CH2:21][CH3:22])=[CH:10][C:9]=1[N+:15]([O-:17])=[O:16])([CH3:4])([CH3:3])[CH3:2]. The catalyst class is: 109. (4) Reactant: [C:1]1(=O)[CH2:5][CH2:4][CH2:3][CH2:2]1.[NH:7]([C:9]([O:11][C:12]([CH3:15])([CH3:14])[CH3:13])=[O:10])[NH2:8]. Product: [C:1]1(=[N:8][NH:7][C:9]([O:11][C:12]([CH3:15])([CH3:14])[CH3:13])=[O:10])[CH2:5][CH2:4][CH2:3][CH2:2]1. The catalyst class is: 5. (5) Reactant: [CH3:1][C:2]([C:17]1[CH:22]=[CH:21][CH:20]=[CH:19][CH:18]=1)([CH2:9][O:10][CH:11]1[CH2:16][CH2:15][CH2:14][CH2:13][O:12]1)[CH2:3][CH2:4][CH2:5][CH2:6][CH2:7][NH2:8].CCN(CC)CC.Cl[C:31](Cl)([O:33]C(=O)OC(Cl)(Cl)Cl)Cl. Product: [N:8]([CH2:7][CH2:6][CH2:5][CH2:4][CH2:3][C:2]([CH3:1])([C:17]1[CH:18]=[CH:19][CH:20]=[CH:21][CH:22]=1)[CH2:9][O:10][CH:11]1[CH2:16][CH2:15][CH2:14][CH2:13][O:12]1)=[C:31]=[O:33]. The catalyst class is: 2. (6) The catalyst class is: 27. Reactant: Cl.[F:2][C:3]([F:10])([F:9])[C@@:4]([CH3:8])([NH2:7])[CH2:5][NH2:6].O.[OH-].[Na+]. Product: [F:2][C:3]([F:10])([F:9])[C@@:4]([CH3:8])([NH2:7])[CH2:5][NH2:6]. (7) Reactant: [CH2:1]([O:8][C@H:9]1[C@H:14]([O:15][CH2:16][C:17]2[CH:22]=[CH:21][CH:20]=[CH:19][CH:18]=2)[C@@H:13]([CH2:23][O:24][CH2:25][C:26]2[CH:31]=[CH:30][CH:29]=[CH:28][CH:27]=2)[O:12][C@H:11]([CH2:32][P:33](=[O:40])([O:37][CH2:38][CH3:39])[O:34][CH2:35][CH3:36])[C:10]1=O)[C:2]1[CH:7]=[CH:6][CH:5]=[CH:4][CH:3]=1.C(O[Na])(C)=O.[OH2:47].O.O.[NH2:50]O.Cl.C(O)(=O)C. Product: [CH2:1]([O:8][C@H:9]1[C@H:14]([O:15][CH2:16][C:17]2[CH:22]=[CH:21][CH:20]=[CH:19][CH:18]=2)[C@@H:13]([CH2:23][O:24][CH2:25][C:26]2[CH:31]=[CH:30][CH:29]=[CH:28][CH:27]=2)[O:12][C@H:11]([CH2:32][P:33](=[O:40])([O:37][CH2:38][CH3:39])[O:34][CH2:35][CH3:36])[C:10]1=[N:50][OH:47])[C:2]1[CH:7]=[CH:6][CH:5]=[CH:4][CH:3]=1. The catalyst class is: 36.